This data is from Full USPTO retrosynthesis dataset with 1.9M reactions from patents (1976-2016). The task is: Predict the reactants needed to synthesize the given product. (1) The reactants are: [C:1]([OH:12])(=O)/[CH:2]=[CH:3]/[CH2:4][CH2:5][CH2:6][CH2:7][CH2:8][CH2:9][CH3:10].[N:13]1([CH2:19][CH2:20][N:21]2[CH2:26][CH2:25][NH:24][CH2:23][CH2:22]2)[CH2:18][CH2:17][CH2:16][CH2:15][CH2:14]1. Given the product [C:1]([N:24]1[CH2:23][CH2:22][N:21]([CH2:20][CH2:19][N:13]2[CH2:14][CH2:15][CH2:16][CH2:17][CH2:18]2)[CH2:26][CH2:25]1)(=[O:12])/[CH:2]=[CH:3]/[CH2:4][CH2:5][CH2:6][CH2:7][CH2:8][CH2:9][CH3:10], predict the reactants needed to synthesize it. (2) Given the product [Cl:28][C:27]1([C:26]([O:25][CH3:24])=[O:30])[C:6]2([CH2:7][CH2:8][C:3]([C:1]#[N:2])([C:10]3[CH:15]=[CH:14][C:13]([O:16][CH3:17])=[C:12]([O:18][CH:19]4[CH2:23][CH2:22][CH2:21][CH2:20]4)[CH:11]=3)[CH2:4][CH2:5]2)[O:9]1, predict the reactants needed to synthesize it. The reactants are: [C:1]([C:3]1([C:10]2[CH:15]=[CH:14][C:13]([O:16][CH3:17])=[C:12]([O:18][CH:19]3[CH2:23][CH2:22][CH2:21][CH2:20]3)[CH:11]=2)[CH2:8][CH2:7][C:6](=[O:9])[CH2:5][CH2:4]1)#[N:2].[CH3:24][O:25][C:26](=[O:30])[CH:27](Cl)[Cl:28].CC(C)([O-])C.[K+].Cl. (3) Given the product [CH3:15][O:16][C:17]1[CH:18]=[C:19]([NH:29][C:2]2[N:7]=[C:6]([N:8]3[CH2:13][CH2:12][CH:11]([OH:14])[CH2:10][CH2:9]3)[CH:5]=[CH:4][N:3]=2)[CH:20]=[CH:21][C:22]=1[N:23]1[CH:27]=[C:26]([CH3:28])[N:25]=[CH:24]1, predict the reactants needed to synthesize it. The reactants are: Cl[C:2]1[N:7]=[C:6]([N:8]2[CH2:13][CH2:12][CH:11]([OH:14])[CH2:10][CH2:9]2)[CH:5]=[CH:4][N:3]=1.[CH3:15][O:16][C:17]1[CH:18]=[C:19]([NH2:29])[CH:20]=[CH:21][C:22]=1[N:23]1[CH:27]=[C:26]([CH3:28])[N:25]=[CH:24]1. (4) Given the product [F:40][C:37]1[CH:38]=[CH:39][C:34]([CH2:33][N:21]2[C:17](=[O:16])[N:18]([C:22]3[CH:23]=[C:24]([CH:29]=[CH:30][N:31]=3)[C:25]([O:27][CH3:28])=[O:26])[CH:19]=[N:20]2)=[CH:35][CH:36]=1, predict the reactants needed to synthesize it. The reactants are: O=C1NCCN1C1C=C(C=CN=1)C([O-])=O.[O:16]=[C:17]1[NH:21][N:20]=[CH:19][N:18]1[C:22]1[CH:23]=[C:24]([CH:29]=[CH:30][N:31]=1)[C:25]([O:27][CH3:28])=[O:26].Br[CH2:33][C:34]1[CH:39]=[CH:38][C:37]([F:40])=[CH:36][CH:35]=1. (5) Given the product [Cl:15][C:11]1[CH:10]=[C:9]([C:7]2[N:6]=[C:5]3[CH2:16][CH2:17][CH2:18][C:4]3=[C:3]([NH:19][C:20]3[CH:25]=[CH:24][C:23]([NH:26][CH3:27])=[CH:22][CH:21]=3)[CH:8]=2)[CH:14]=[CH:13][CH:12]=1, predict the reactants needed to synthesize it. The reactants are: Cl.Cl[C:3]1[CH:8]=[C:7]([C:9]2[CH:14]=[CH:13][CH:12]=[C:11]([Cl:15])[CH:10]=2)[N:6]=[C:5]2[CH2:16][CH2:17][CH2:18][C:4]=12.[NH2:19][C:20]1[CH:25]=[CH:24][C:23]([N:26](C)[C:27](N)=O)=[CH:22][CH:21]=1.C(=O)(O)[O-].[Na+].